Dataset: Reaction yield outcomes from USPTO patents with 853,638 reactions. Task: Predict the reaction yield, written as a fraction of the theoretical maximum amount of product (1.0 means a 100% yield; for example, 0.34 means a 34% yield). (1) The product is [Cl:33][C:34]1[CH:35]=[C:36]2[C:40](=[CH:41][CH:42]=1)[NH:39][C:38](=[O:43])[C:37]2([OH:44])[C:13]1[CH:29]=[CH:28][C:16]([O:17][Si:18]([CH:25]([CH3:27])[CH3:26])([CH:22]([CH3:24])[CH3:23])[CH:19]([CH3:21])[CH3:20])=[CH:15][C:14]=1[O:30][CH3:31]. The reactants are C([Li])CCC.CCCCCC.Br[C:13]1[CH:29]=[CH:28][C:16]([O:17][Si:18]([CH:25]([CH3:27])[CH3:26])([CH:22]([CH3:24])[CH3:23])[CH:19]([CH3:21])[CH3:20])=[CH:15][C:14]=1[O:30][CH3:31].[Na].[Cl:33][C:34]1[CH:35]=[C:36]2[C:40](=[CH:41][CH:42]=1)[NH:39][C:38](=[O:43])[C:37]2=[O:44].ClC1C=C2C(=CC=1)NC(=O)C2=O.[H-].[Na+].[Cl-].[NH4+]. The yield is 0.410. The catalyst is C1COCC1. (2) The reactants are O1CCOCC1.O.C(=O)([O-])[O-].[Cs+].[Cs+].C1(P(C2CCCCC2)C2C=CC=CC=2[C:27]2[C:32](OC)=[CH:31][CH:30]=[CH:29][C:28]=2[O:35][CH3:36])CCCCC1.Cl[CH2:44][Cl:45]. The catalyst is C([O-])(=O)C.[Pd+2].C([O-])(=O)C. The product is [Cl:45][C:44]1[CH:27]=[CH:32][CH:31]=[C:30]2[C:29]=1[CH2:28][O:35][CH2:36]2. The yield is 0.170. (3) The reactants are [Br:1][C:2]1[CH:7]=[C:6]([F:8])[CH:5]=[C:4]([Br:9])[C:3]=1I.C([Mg]Cl)(C)C.CN([CH:19]=[O:20])C. The catalyst is C1(C)C=CC=CC=1. The product is [Br:1][C:2]1[CH:7]=[C:6]([F:8])[CH:5]=[C:4]([Br:9])[C:3]=1[CH:19]=[O:20]. The yield is 0.540. (4) The reactants are [CH2:1]([N:3]1[C:8]2[N:9]=[C:10](S(C)(=O)=O)[N:11]=[C:12]([CH3:13])[C:7]=2[CH:6]=[C:5]([C:18]2[CH:23]=[CH:22][CH:21]=[CH:20][CH:19]=2)[C:4]1=[O:24])[CH3:2].[CH2:25]([N:27]1[CH2:32][CH2:31][N:30]([C:33]2[CH:39]=[CH:38][C:36]([NH2:37])=[CH:35][CH:34]=2)[CH2:29][CH2:28]1)[CH3:26]. The catalyst is CS(C)=O. The product is [CH2:1]([N:3]1[C:8]2[N:9]=[C:10]([NH:37][C:36]3[CH:35]=[CH:34][C:33]([N:30]4[CH2:29][CH2:28][N:27]([CH2:25][CH3:26])[CH2:32][CH2:31]4)=[CH:39][CH:38]=3)[N:11]=[C:12]([CH3:13])[C:7]=2[CH:6]=[C:5]([C:18]2[CH:23]=[CH:22][CH:21]=[CH:20][CH:19]=2)[C:4]1=[O:24])[CH3:2]. The yield is 0.560. (5) The reactants are [Cl-].[CH2:2]([N+:12]([CH2:15][CH2:16][CH2:17][CH2:18][CH2:19][CH2:20][CH2:21][CH2:22][CH2:23][CH3:24])([CH3:14])[CH3:13])[CH2:3][CH2:4][CH2:5][CH2:6][CH2:7][CH2:8][CH2:9][CH2:10][CH3:11].O.[CH:26]1[CH:31]=[C:30]([CH2:32][C:33]([O-:35])=[O:34])[C:29]([NH:36][C:37]2[C:42]([Cl:43])=[CH:41][CH:40]=[CH:39][C:38]=2[Cl:44])=[CH:28][CH:27]=1.[Na+]. The catalyst is C(Cl)(Cl)Cl. The product is [Cl:43][C:42]1[CH:41]=[CH:40][CH:39]=[C:38]([Cl:44])[C:37]=1[NH:36][C:29]1[CH:28]=[CH:27][CH:26]=[CH:31][C:30]=1[CH2:32][C:33]([O-:35])=[O:34].[CH2:15]([N+:12]([CH2:2][CH2:3][CH2:4][CH2:5][CH2:6][CH2:7][CH2:8][CH2:9][CH2:10][CH3:11])([CH3:14])[CH3:13])[CH2:16][CH2:17][CH2:18][CH2:19][CH2:20][CH2:21][CH2:22][CH2:23][CH3:24]. The yield is 1.00.